This data is from Retrosynthesis with 50K atom-mapped reactions and 10 reaction types from USPTO. The task is: Predict the reactants needed to synthesize the given product. (1) Given the product COC(=O)c1sc(Nc2cc(OCc3ccc(OC)cc3)ccc2N)cc1O[C@H](C)c1ccccc1Cl, predict the reactants needed to synthesize it. The reactants are: COC(=O)c1sc(Nc2cc(OCc3ccc(OC)cc3)ccc2[N+](=O)[O-])cc1O[C@H](C)c1ccccc1Cl. (2) Given the product COC(=O)CCC(C)C(=O)N1C2CCC(C2)C1C(=O)OC, predict the reactants needed to synthesize it. The reactants are: COC(=O)C1NC2CCC1C2.COC(=O)CCC(C)C(=O)O. (3) Given the product CC=CC(=O)OC(C)CC(C)C(C)C, predict the reactants needed to synthesize it. The reactants are: C/C=C/C(=O)O.CC(O)CC(C)C(C)C. (4) Given the product CC(=O)C(O)C=O, predict the reactants needed to synthesize it. The reactants are: CCOC(OCC)C(O)C(C)=O. (5) Given the product CC(C)(C)OC(=O)N1CCC(N2CCC(N3C(=O)NC(Cc4ccccc4)C3=O)CC2)CC1, predict the reactants needed to synthesize it. The reactants are: CC(C)(C)OC(=O)N1CCC(=O)CC1.O=C1NC(Cc2ccccc2)C(=O)N1C1CCNCC1.